From a dataset of Reaction yield outcomes from USPTO patents with 853,638 reactions. Predict the reaction yield, written as a fraction of the theoretical maximum amount of product (1.0 means a 100% yield; for example, 0.34 means a 34% yield). (1) The reactants are [Cl:1][C:2]1[CH:7]=[CH:6][C:5]([NH:8][C:9]2[N:10]=[C:11]([N:17]3[C:21]([CH3:22])=[CH:20][C:19]([CH3:23])=[N:18]3)[C:12]([CH2:15][OH:16])=[N:13][CH:14]=2)=[CH:4][CH:3]=1.[CH2:24](N(CC)CC)C.CS(Cl)(=O)=O.C[O-].[Na+]. The catalyst is O1CCCC1.[Cl-].[Na+].O.O. The product is [Cl:1][C:2]1[CH:3]=[CH:4][C:5]([NH:8][C:9]2[CH:14]=[N:13][C:12]([CH2:15][O:16][CH3:24])=[C:11]([N:17]3[C:21]([CH3:22])=[CH:20][C:19]([CH3:23])=[N:18]3)[N:10]=2)=[CH:6][CH:7]=1. The yield is 0.0800. (2) The reactants are [O:1]=[S:2]1(=[O:30])[C:8]2[CH:9]=[C:10]([O:14]C)[C:11](Br)=[CH:12][C:7]=2[N:6]([C:16]2[CH:21]=[CH:20][CH:19]=[CH:18][CH:17]=2)[CH2:5][C:4]([CH2:26][CH2:27][CH2:28][CH3:29])([CH2:22][CH2:23][CH2:24][CH3:25])[CH2:3]1.[CH3:31][S-:32].[Na+].[BH4-].[Na+].Cl[O-].[Na+]. The catalyst is CCOC(C)=O.O.C(O)(=O)C.CN(C=O)C. The product is [O:30]=[S:2]1(=[O:1])[C:8]2[CH:9]=[C:10]([OH:14])[C:11]([S:32][CH3:31])=[CH:12][C:7]=2[N:6]([C:16]2[CH:21]=[CH:20][CH:19]=[CH:18][CH:17]=2)[CH2:5][C:4]([CH2:22][CH2:23][CH2:24][CH3:25])([CH2:26][CH2:27][CH2:28][CH3:29])[CH2:3]1. The yield is 0.930. (3) The reactants are C([Cl:4])(=O)C.[CH3:5][O:6][C:7](=[O:24])[CH2:8][CH2:9][CH2:10][CH:11]1[CH2:16][CH2:15][CH2:14][CH2:13][N:12]1C(OC(C)(C)C)=O. The catalyst is CO. The product is [ClH:4].[NH:12]1[CH2:13][CH2:14][CH2:15][CH2:16][CH:11]1[CH2:10][CH2:9][CH2:8][C:7]([O:6][CH3:5])=[O:24]. The yield is 1.00. (4) The reactants are B(Br)(Br)Br.C[O:6][C:7]1[C:12]([C:13]2[CH:18]=[CH:17][CH:16]=[CH:15][CH:14]=2)=[C:11]([O:19]C)[CH:10]=[CH:9][C:8]=1[CH2:21][CH2:22][C:23]([OH:25])=[O:24].[CH2:26](Cl)Cl. No catalyst specified. The product is [OH:6][C:7]1[C:12]([C:13]2[CH:18]=[CH:17][CH:16]=[CH:15][CH:14]=2)=[C:11]([OH:19])[CH:10]=[CH:9][C:8]=1[CH2:21][CH2:22][C:23]([O:25][CH3:26])=[O:24]. The yield is 0.940. (5) The reactants are Cl[C:2]1[O:6][N:5]=[C:4]([C:7]2[CH:12]=[CH:11][CH:10]=[CH:9][CH:8]=2)[C:3]=1[C:13]1[O:17][C:16]([C:18]2[CH:23]=[CH:22][C:21]([N:24]3[CH2:29][CH2:28][O:27][CH2:26][CH2:25]3)=[CH:20][C:19]=2[O:30][CH3:31])=[N:15][N:14]=1.Cl.[CH3:33][NH:34][CH3:35].C(=O)([O-])[O-].[K+].[K+]. The catalyst is CS(C)=O.O. The product is [CH3:31][O:30][C:19]1[CH:20]=[C:21]([N:24]2[CH2:29][CH2:28][O:27][CH2:26][CH2:25]2)[CH:22]=[CH:23][C:18]=1[C:16]1[O:17][C:13]([C:3]2[C:4]([C:7]3[CH:12]=[CH:11][CH:10]=[CH:9][CH:8]=3)=[N:5][O:6][C:2]=2[N:34]([CH3:35])[CH3:33])=[N:14][N:15]=1. The yield is 0.780. (6) The reactants are [CH3:1][N:2]1[CH2:6][C:5]23[CH:11]([CH2:12][CH2:13][CH:4]2[CH2:3]1)[C:10]1[CH:14]=[CH:15][C:16]([OH:18])=[CH:17][C:9]=1[CH2:8][CH2:7]3.C(N(CC)CC)C.[F:26][C:27]([F:40])([F:39])[S:28](O[S:28]([C:27]([F:40])([F:39])[F:26])(=[O:30])=[O:29])(=[O:30])=[O:29]. The catalyst is C(Cl)Cl. The product is [CH3:1][N:2]1[CH2:6][C:5]23[CH:11]([CH2:12][CH2:13][CH:4]2[CH2:3]1)[C:10]1[CH:14]=[CH:15][C:16]([O:18][S:28]([C:27]([F:40])([F:39])[F:26])(=[O:30])=[O:29])=[CH:17][C:9]=1[CH2:8][CH2:7]3. The yield is 0.850. (7) The catalyst is C(#N)C. The product is [Cl:1][C:2]1[CH:7]=[CH:6][C:5]([F:8])=[CH:4][C:3]=1[C@H:9]1[CH2:13][CH2:12][CH2:11][N:10]1[C:14]1[CH:19]=[CH:18][N:17]2[N:20]=[CH:21][C:22]([NH:23][C:35]([CH:33]3[CH2:34][N:31]([C:29]([O:28][C:24]([CH3:27])([CH3:26])[CH3:25])=[O:30])[CH2:32]3)=[O:36])=[C:16]2[N:15]=1. The yield is 0.610. The reactants are [Cl:1][C:2]1[CH:7]=[CH:6][C:5]([F:8])=[CH:4][C:3]=1[C@H:9]1[CH2:13][CH2:12][CH2:11][N:10]1[C:14]1[CH:19]=[CH:18][N:17]2[N:20]=[CH:21][C:22]([NH2:23])=[C:16]2[N:15]=1.[C:24]([O:28][C:29]([N:31]1[CH2:34][CH:33]([C:35](O)=[O:36])[CH2:32]1)=[O:30])([CH3:27])([CH3:26])[CH3:25].CN(C(ON1N=NC2C=CC=NC1=2)=[N+](C)C)C.F[P-](F)(F)(F)(F)F.CCN(C(C)C)C(C)C. (8) The reactants are Cl[CH2:2][O:3][CH2:4][CH2:5][Cl:6].[O:7]=[C:8]1[CH:15]2[CH2:16][CH:11]3[CH2:12][CH:13]([CH2:17][CH:9]1[CH:10]3[OH:18])[CH2:14]2.C(N(CC)CC)C. The catalyst is C1COCC1. The product is [O:7]=[C:8]1[CH:15]2[CH2:16][CH:11]3[CH2:12][CH:13]([CH2:17][CH:9]1[CH:10]3[O:18][CH2:2][O:3][CH2:4][CH2:5][Cl:6])[CH2:14]2. The yield is 0.976. (9) The reactants are [C:1]([C:3]1[C:8]([N+:9]([O-])=O)=[CH:7][C:6]([CH3:12])=[CH:5][N:4]=1)#[N:2].C([O-])(O)=O.[Na+].O. The catalyst is C(O)(=O)C.CCOC(C)=O.[Fe]. The product is [NH2:9][C:8]1[C:3]([C:1]#[N:2])=[N:4][CH:5]=[C:6]([CH3:12])[CH:7]=1. The yield is 0.760. (10) The reactants are [Al+3].[Cl-].[Cl-].[Cl-].[C:5](Cl)(=[O:7])[CH3:6].C[O:10][C:11]1[CH:16]=[CH:15][C:14]([C:17]2([C:20]([O:22][CH3:23])=[O:21])[CH2:19][CH2:18]2)=[CH:13][CH:12]=1. The catalyst is C(=S)=S. The product is [CH3:23][O:22][C:20]([C:17]1([C:14]2[CH:15]=[CH:16][C:11]([OH:10])=[C:12]([C:5](=[O:7])[CH3:6])[CH:13]=2)[CH2:19][CH2:18]1)=[O:21]. The yield is 0.810.